This data is from Reaction yield outcomes from USPTO patents with 853,638 reactions. The task is: Predict the reaction yield, written as a fraction of the theoretical maximum amount of product (1.0 means a 100% yield; for example, 0.34 means a 34% yield). The reactants are C[O:2][C:3]1[CH:4]=[C:5]([C:9]2[CH:10]=[N:11][CH:12]=[CH:13][CH:14]=2)[CH:6]=[CH:7][CH:8]=1.[BrH:15]. No catalyst specified. The product is [BrH:15].[N:11]1[CH:12]=[CH:13][CH:14]=[C:9]([C:5]2[CH:4]=[C:3]([OH:2])[CH:8]=[CH:7][CH:6]=2)[CH:10]=1. The yield is 0.920.